From a dataset of Merck oncology drug combination screen with 23,052 pairs across 39 cell lines. Regression. Given two drug SMILES strings and cell line genomic features, predict the synergy score measuring deviation from expected non-interaction effect. (1) Drug 1: O=c1[nH]cc(F)c(=O)[nH]1. Drug 2: O=C(CCCCCCC(=O)Nc1ccccc1)NO. Cell line: A2058. Synergy scores: synergy=-5.51. (2) Drug 1: CCC1=CC2CN(C1)Cc1c([nH]c3ccccc13)C(C(=O)OC)(c1cc3c(cc1OC)N(C)C1C(O)(C(=O)OC)C(OC(C)=O)C4(CC)C=CCN5CCC31C54)C2. Drug 2: Cn1c(=O)n(-c2ccc(C(C)(C)C#N)cc2)c2c3cc(-c4cnc5ccccc5c4)ccc3ncc21. Cell line: OCUBM. Synergy scores: synergy=-13.6. (3) Drug 1: CCN(CC)CCNC(=O)c1c(C)[nH]c(C=C2C(=O)Nc3ccc(F)cc32)c1C. Drug 2: C#Cc1cccc(Nc2ncnc3cc(OCCOC)c(OCCOC)cc23)c1. Cell line: LNCAP. Synergy scores: synergy=-5.84. (4) Drug 1: O=S1(=O)NC2(CN1CC(F)(F)F)C1CCC2Cc2cc(C=CCN3CCC(C(F)(F)F)CC3)ccc2C1. Drug 2: CC1(c2nc3c(C(N)=O)cccc3[nH]2)CCCN1. Cell line: LOVO. Synergy scores: synergy=10.2.